The task is: Predict the reactants needed to synthesize the given product.. This data is from Full USPTO retrosynthesis dataset with 1.9M reactions from patents (1976-2016). Given the product [C:1]([C:5]1[O:6][C:7]2[C:8](=[C:10]([C:31]#[N:32])[C:11]([CH3:30])=[C:12]([C:22]3[CH:27]=[CH:26][CH:25]=[C:24]([OH:28])[CH:23]=3)[C:13]=2[N:14]2[CH2:18][CH2:17][C@H:16]([N:19]([CH3:20])[CH3:21])[CH2:15]2)[N:9]=1)([CH3:4])([CH3:2])[CH3:3], predict the reactants needed to synthesize it. The reactants are: [C:1]([C:5]1[O:6][C:7]2[C:8](=[C:10]([C:31]#[N:32])[C:11]([CH3:30])=[C:12]([C:22]3[CH:27]=[CH:26][CH:25]=[C:24]([O:28]C)[CH:23]=3)[C:13]=2[N:14]2[CH2:18][CH2:17][C@H:16]([N:19]([CH3:21])[CH3:20])[CH2:15]2)[N:9]=1)([CH3:4])([CH3:3])[CH3:2].[Cl-].[Al+3].[Cl-].[Cl-].O.C(=O)(O)[O-].[Na+].